This data is from Forward reaction prediction with 1.9M reactions from USPTO patents (1976-2016). The task is: Predict the product of the given reaction. (1) Given the reactants [C:1]([CH2:4][C:5](=[O:7])[CH3:6])(=O)[CH3:2].[N+:8]([C:11]1[CH:12]=[C:13]([CH:15]=[CH:16][CH:17]=1)[NH2:14])([O-:10])=[O:9].C1(C)C=CC(S(O)(=O)=O)=CC=1, predict the reaction product. The product is: [N+:8]([C:11]1[CH:12]=[C:13]([NH:14][C:1]([CH3:2])=[CH:4][C:5](=[O:7])[CH3:6])[CH:15]=[CH:16][CH:17]=1)([O-:10])=[O:9]. (2) Given the reactants [N:1]([C@@H:4]([CH3:19])[CH2:5][N:6]1[C:14]2[C:9](=[CH:10][CH:11]=[C:12]3[O:18][CH2:17][CH:16]=[CH:15][C:13]3=2)[CH:8]=[N:7]1)=[N+]=[N-].[H-].[Al+3].[Li+].[H-].[H-].[H-].[OH-].[K+], predict the reaction product. The product is: [CH3:19][C@H:4]([NH2:1])[CH2:5][N:6]1[C:14]2[C:9](=[CH:10][CH:11]=[C:12]3[O:18][CH2:17][CH:16]=[CH:15][C:13]3=2)[CH:8]=[N:7]1. (3) Given the reactants C([O:8][N:9]1[C:14]2[N:15]=[C:16]([CH3:19])[N:17]=[CH:18][C:13]=2[C:12]([NH:20][CH2:21][C:22]2[CH:27]=[CH:26][C:25]([O:28][CH3:29])=[CH:24][CH:23]=2)=[CH:11][C:10]1=[O:30])C1C=CC=CC=1.[H][H], predict the reaction product. The product is: [OH:8][N:9]1[C:14]2[N:15]=[C:16]([CH3:19])[N:17]=[CH:18][C:13]=2[C:12]([NH:20][CH2:21][C:22]2[CH:27]=[CH:26][C:25]([O:28][CH3:29])=[CH:24][CH:23]=2)=[CH:11][C:10]1=[O:30]. (4) Given the reactants [S:1]([Cl:5])(Cl)(=[O:3])=[O:2].Cl.[CH:7]1([NH2:11])[CH2:10][CH2:9][CH2:8]1, predict the reaction product. The product is: [CH:7]1([NH:11][S:1]([Cl:5])(=[O:3])=[O:2])[CH2:10][CH2:9][CH2:8]1. (5) The product is: [C:26]([C:21]1[CH:22]=[CH:23][CH:24]=[CH:25][C:20]=1[N:18]([CH3:19])[C:17]([CH2:16][O:15][C:13]1[C:12]2[C:7](=[CH:8][C:9]([Cl:32])=[CH:10][C:11]=2[Cl:31])[CH:6]=[C:5]([C:3]([OH:4])=[O:2])[CH:14]=1)=[O:30])([OH:28])=[O:27]. Given the reactants C[O:2][C:3]([C:5]1[CH:14]=[C:13]([O:15][CH2:16][C:17](=[O:30])[N:18]([C:20]2[CH:25]=[CH:24][CH:23]=[CH:22][C:21]=2[C:26]([O:28]C)=[O:27])[CH3:19])[C:12]2[C:7](=[CH:8][C:9]([Cl:32])=[CH:10][C:11]=2[Cl:31])[CH:6]=1)=[O:4].[Li+].[OH-], predict the reaction product. (6) Given the reactants Cl[CH:2]([C:7](=O)[CH2:8][C:9]1[CH:14]=[CH:13][CH:12]=[CH:11][CH:10]=1)[C:3]([O:5][CH3:6])=[O:4].[CH:16]([O-:18])=O.[NH4+:19], predict the reaction product. The product is: [CH2:8]([C:7]1[N:19]=[CH:16][O:18][C:2]=1[C:3]([O:5][CH3:6])=[O:4])[C:9]1[CH:14]=[CH:13][CH:12]=[CH:11][CH:10]=1. (7) Given the reactants [NH2:1][C@H:2]1[CH2:7][CH2:6][N:5]([C:8]2[C:9]([F:18])=[C:10]([CH:15]=[CH:16][CH:17]=2)[C:11]([O:13][CH3:14])=[O:12])[CH2:4][C@H:3]1[O:19][CH3:20].[Cl:21][C:22]1[N:23]=[C:24]([C:29](O)=[O:30])[NH:25][C:26]=1[CH2:27][CH3:28].CCN=C=NCCCN(C)C.Cl.C1C=CC2N(O)N=NC=2C=1, predict the reaction product. The product is: [Cl:21][C:22]1[N:23]=[C:24]([C:29]([NH:1][C@H:2]2[CH2:7][CH2:6][N:5]([C:8]3[C:9]([F:18])=[C:10]([CH:15]=[CH:16][CH:17]=3)[C:11]([O:13][CH3:14])=[O:12])[CH2:4][C@H:3]2[O:19][CH3:20])=[O:30])[NH:25][C:26]=1[CH2:27][CH3:28]. (8) The product is: [C:13]([O:12][C:10]([N:17]1[CH2:22][CH2:21][NH:20][CH2:19][CH:18]1[C:2]1[C:7]([CH3:8])=[N:6][C:5]([CH3:9])=[CH:4][N:3]=1)=[O:11])([CH3:16])([CH3:14])[CH3:15]. Given the reactants Cl[C:2]1[C:7]([CH3:8])=[N:6][C:5]([CH3:9])=[CH:4][N:3]=1.[C:10]([N:17]1[CH2:22][CH2:21][NH:20][CH2:19][CH2:18]1)([O:12][C:13]([CH3:16])([CH3:15])[CH3:14])=[O:11].C1(P(C2CCCCC2)C2C=CC=CC=2C2C(C(C)C)=CC(C(C)C)=CC=2C(C)C)CCCCC1.CC(C)([O-])C.[Na+], predict the reaction product. (9) Given the reactants [CH:1]1([N:5]2[CH2:11][CH2:10][C:9]3[S:12][C:13]([CH:15]4[CH2:20][CH2:19][NH:18][CH2:17][CH2:16]4)=[N:14][C:8]=3[CH2:7][CH2:6]2)[CH2:4][CH2:3][CH2:2]1.Br[C:22]1[CH:23]=[C:24]([C:28]#[N:29])[CH:25]=[N:26][CH:27]=1.C(=O)([O-])[O-].[Cs+].[Cs+].CC1(C)C2C=CC=C(P(C3C=CC=CC=3)C3C=CC=CC=3)C=2OC2C1=CC=CC=2P(C1C=CC=CC=1)C1C=CC=CC=1, predict the reaction product. The product is: [CH:1]1([N:5]2[CH2:11][CH2:10][C:9]3[S:12][C:13]([CH:15]4[CH2:20][CH2:19][N:18]([C:22]5[CH:23]=[C:24]([C:28]#[N:29])[CH:25]=[N:26][CH:27]=5)[CH2:17][CH2:16]4)=[N:14][C:8]=3[CH2:7][CH2:6]2)[CH2:2][CH2:3][CH2:4]1.